Regression. Given two drug SMILES strings and cell line genomic features, predict the synergy score measuring deviation from expected non-interaction effect. From a dataset of NCI-60 drug combinations with 297,098 pairs across 59 cell lines. (1) Drug 1: CN(C)C(=N)N=C(N)N. Drug 2: CS(=O)(=O)CCNCC1=CC=C(O1)C2=CC3=C(C=C2)N=CN=C3NC4=CC(=C(C=C4)OCC5=CC(=CC=C5)F)Cl. Cell line: HCT116. Synergy scores: CSS=5.69, Synergy_ZIP=-1.95, Synergy_Bliss=-3.08, Synergy_Loewe=-5.79, Synergy_HSA=-2.43. (2) Drug 1: C1CC(=O)NC(=O)C1N2CC3=C(C2=O)C=CC=C3N. Drug 2: CC1C(C(=O)NC(C(=O)N2CCCC2C(=O)N(CC(=O)N(C(C(=O)O1)C(C)C)C)C)C(C)C)NC(=O)C3=C4C(=C(C=C3)C)OC5=C(C(=O)C(=C(C5=N4)C(=O)NC6C(OC(=O)C(N(C(=O)CN(C(=O)C7CCCN7C(=O)C(NC6=O)C(C)C)C)C)C(C)C)C)N)C. Cell line: A498. Synergy scores: CSS=4.24, Synergy_ZIP=-0.891, Synergy_Bliss=3.83, Synergy_Loewe=3.01, Synergy_HSA=3.01. (3) Drug 1: CC(CN1CC(=O)NC(=O)C1)N2CC(=O)NC(=O)C2. Drug 2: CC1C(C(=O)NC(C(=O)N2CCCC2C(=O)N(CC(=O)N(C(C(=O)O1)C(C)C)C)C)C(C)C)NC(=O)C3=C4C(=C(C=C3)C)OC5=C(C(=O)C(=C(C5=N4)C(=O)NC6C(OC(=O)C(N(C(=O)CN(C(=O)C7CCCN7C(=O)C(NC6=O)C(C)C)C)C)C(C)C)C)N)C. Cell line: ACHN. Synergy scores: CSS=33.0, Synergy_ZIP=0.500, Synergy_Bliss=3.72, Synergy_Loewe=4.50, Synergy_HSA=4.40. (4) Drug 1: C1=NC2=C(N1)C(=S)N=C(N2)N. Synergy scores: CSS=13.5, Synergy_ZIP=-5.90, Synergy_Bliss=3.40, Synergy_Loewe=-2.09, Synergy_HSA=0.877. Drug 2: CC(C)CN1C=NC2=C1C3=CC=CC=C3N=C2N. Cell line: SF-268. (5) Drug 1: CN1CCC(CC1)COC2=C(C=C3C(=C2)N=CN=C3NC4=C(C=C(C=C4)Br)F)OC. Drug 2: CC1=C2C(C(=O)C3(C(CC4C(C3C(C(C2(C)C)(CC1OC(=O)C(C(C5=CC=CC=C5)NC(=O)OC(C)(C)C)O)O)OC(=O)C6=CC=CC=C6)(CO4)OC(=O)C)OC)C)OC. Cell line: LOX IMVI. Synergy scores: CSS=50.5, Synergy_ZIP=2.80, Synergy_Bliss=0.668, Synergy_Loewe=1.43, Synergy_HSA=3.43. (6) Drug 1: C1CCC(C1)C(CC#N)N2C=C(C=N2)C3=C4C=CNC4=NC=N3. Drug 2: C1=CC(=CC=C1CCCC(=O)O)N(CCCl)CCCl. Cell line: UACC62. Synergy scores: CSS=25.0, Synergy_ZIP=-3.18, Synergy_Bliss=-2.53, Synergy_Loewe=-13.4, Synergy_HSA=-10.3.